From a dataset of Full USPTO retrosynthesis dataset with 1.9M reactions from patents (1976-2016). Predict the reactants needed to synthesize the given product. Given the product [CH:16]1([CH2:15][O:8][C:6]2[CH:7]=[C:2]([F:1])[C:3]([C:9]([O:11][CH2:12][CH3:13])=[O:10])=[N:4][CH:5]=2)[CH2:18][CH2:17]1, predict the reactants needed to synthesize it. The reactants are: [F:1][C:2]1[C:3]([C:9]([O:11][CH2:12][CH3:13])=[O:10])=[N:4][CH:5]=[C:6]([OH:8])[CH:7]=1.Br[CH2:15][CH:16]1[CH2:18][CH2:17]1.